Task: Predict which catalyst facilitates the given reaction.. Dataset: Catalyst prediction with 721,799 reactions and 888 catalyst types from USPTO (1) Reactant: [F:1][C:2]1[CH:7]=[CH:6][C:5]([NH2:8])=[CH:4][C:3]=1[NH:9][C:10](=[O:16])[O:11][C:12]([CH3:15])([CH3:14])[CH3:13].C([O-])([O-])=O.[K+].[K+].[Na+].[I-].[CH2:25]([O:28][CH2:29][CH2:30]Cl)[CH2:26]Cl. Product: [F:1][C:2]1[CH:7]=[CH:6][C:5]([N:8]2[CH2:30][CH2:29][O:28][CH2:25][CH2:26]2)=[CH:4][C:3]=1[NH:9][C:10](=[O:16])[O:11][C:12]([CH3:13])([CH3:15])[CH3:14]. The catalyst class is: 18. (2) Reactant: [CH2:1]([C:3]1[O:7][C:6]([NH2:8])=[N:5][N:4]=1)[CH3:2].N1C=CC=CC=1.Cl[C:16]([O:18][CH2:19][C:20]([Cl:23])([Cl:22])[Cl:21])=[O:17].O. Product: [CH2:1]([C:3]1[O:7][C:6]([NH:8][C:16](=[O:17])[O:18][CH2:19][C:20]([Cl:23])([Cl:22])[Cl:21])=[N:5][N:4]=1)[CH3:2]. The catalyst class is: 7.